From a dataset of Forward reaction prediction with 1.9M reactions from USPTO patents (1976-2016). Predict the product of the given reaction. (1) Given the reactants [Cl:1][C:2]1[CH:8]=[C:7]([F:9])[C:5]([NH2:6])=[C:4]([N+:10]([O-:12])=[O:11])[C:3]=1[O:13][CH3:14].C(N(CC)CC)C.Cl[C:23](Cl)([O:25]C(=O)OC(Cl)(Cl)Cl)Cl, predict the reaction product. The product is: [Cl:1][C:2]1[CH:8]=[C:7]([F:9])[C:5]([N:6]=[C:23]=[O:25])=[C:4]([N+:10]([O-:12])=[O:11])[C:3]=1[O:13][CH3:14]. (2) Given the reactants Br[C:2]1[CH:3]=[C:4]([C:9]([F:12])([F:11])[F:10])[C:5]([NH2:8])=[N:6][CH:7]=1.[I-:13].[Na+], predict the reaction product. The product is: [I:13][C:2]1[CH:3]=[C:4]([C:9]([F:12])([F:11])[F:10])[C:5]([NH2:8])=[N:6][CH:7]=1. (3) Given the reactants [Cl:1][C:2]1[C:12]2=[C:13]3[C:5]([CH:6]=[CH:7][CH:8]=[C:9]3[CH2:10][C:11]2=[O:14])=[CH:4][CH:3]=1.[BH4-].[Na+].[Cl-].[NH4+], predict the reaction product. The product is: [Cl:1][C:2]1[C:12]2=[C:13]3[C:5]([CH:6]=[CH:7][CH:8]=[C:9]3[CH2:10][CH:11]2[OH:14])=[CH:4][CH:3]=1. (4) Given the reactants [CH:14]1[CH:19]=[CH:18][C:17](P([C:14]2[CH:19]=[CH:18][CH:17]=[CH:16][CH:15]=2)[C:14]2[CH:19]=[CH:18][CH:17]=[CH:16][CH:15]=2)=[CH:16][CH:15]=1.OC1[CH:26]=[CH:25][C:24]([CH:27]([C:32]#[C:33][CH3:34])[CH2:28][C:29]([OH:31])=[O:30])=[CH:23][CH:22]=1.[CH3:46][CH2:45][O:44][C:42](/N=N/[C:42]([O:44][CH2:45][CH3:46])=O)=O.[CH2:47]1[CH2:51][O:50][CH2:49][CH2:48]1, predict the reaction product. The product is: [CH3:47][C:51]1[O:50][C:49]([C:14]2[CH:15]=[CH:16][CH:17]=[CH:18][CH:19]=2)=[CH:48][C:46]=1[CH2:45][O:44][C:42]1[CH:22]=[CH:23][C:24]([CH:27]([C:32]#[C:33][CH3:34])[CH2:28][C:29]([OH:31])=[O:30])=[CH:25][CH:26]=1.